This data is from Catalyst prediction with 721,799 reactions and 888 catalyst types from USPTO. The task is: Predict which catalyst facilitates the given reaction. (1) Product: [Cl:3][C:4]1[CH:22]=[C:21]([NH2:23])[CH:20]=[CH:19][C:5]=1[NH:6][C:7]([CH3:18])([CH3:17])[CH2:8][C:9]1[CH:14]=[CH:13][C:12]([Cl:15])=[C:11]([F:16])[CH:10]=1. Reactant: O.Cl.[Cl:3][C:4]1[CH:22]=[C:21]([N+:23]([O-])=O)[CH:20]=[CH:19][C:5]=1[NH:6][C:7]([CH3:18])([CH3:17])[CH2:8][C:9]1[CH:14]=[CH:13][C:12]([Cl:15])=[C:11]([F:16])[CH:10]=1.CCN(CC)CC. The catalyst class is: 415. (2) Reactant: [N+:1]([C:4]1[CH:9]=[CH:8][C:7]([S:10]([NH:13][CH2:14][CH2:15][C:16]2[CH:21]=[CH:20][C:19]([O:22][C:23](=[O:32])[N:24]([CH3:31])[C:25]3[CH:30]=[CH:29][CH:28]=[CH:27][CH:26]=3)=[CH:18][CH:17]=2)(=[O:12])=[O:11])=[CH:6][CH:5]=1)([O-])=O. Product: [NH2:1][C:4]1[CH:9]=[CH:8][C:7]([S:10]([NH:13][CH2:14][CH2:15][C:16]2[CH:21]=[CH:20][C:19]([O:22][C:23](=[O:32])[N:24]([CH3:31])[C:25]3[CH:26]=[CH:27][CH:28]=[CH:29][CH:30]=3)=[CH:18][CH:17]=2)(=[O:12])=[O:11])=[CH:6][CH:5]=1. The catalyst class is: 63. (3) Reactant: [C:1]([S:5][CH2:6][C:7]1[CH:25]=[C:24]([NH:26][C:27](=[O:32])[C:28]([CH3:31])([CH3:30])[CH3:29])[CH:23]=[CH:22][C:8]=1[O:9][C:10]1[CH:11]=[C:12]([CH2:18][C:19]([OH:21])=[O:20])[CH:13]=[CH:14][C:15]=1[O:16][CH3:17])([CH3:4])([CH3:3])[CH3:2].CO.[OH-].[Na+:36]. Product: [Na+:36].[C:1]([S:5][CH2:6][C:7]1[CH:25]=[C:24]([NH:26][C:27](=[O:32])[C:28]([CH3:31])([CH3:30])[CH3:29])[CH:23]=[CH:22][C:8]=1[O:9][C:10]1[CH:11]=[C:12]([CH2:18][C:19]([O-:21])=[O:20])[CH:13]=[CH:14][C:15]=1[O:16][CH3:17])([CH3:4])([CH3:3])[CH3:2]. The catalyst class is: 1. (4) Reactant: [Cl:1][C:2]([F:32])([O:21][C:22]([F:31])([F:30])[C:23]([F:29])([F:28])[C:24]([F:27])([F:26])[F:25])[C:3]([F:20])([F:19])[O:4][C:5]1[CH:14]=[C:13]([C:15]([O:17]C)=[O:16])[CH:12]=[CH:11][C:6]=1[C:7]([O:9]C)=[O:8].[OH-].[K+].Cl. Product: [Cl:1][C:2]([F:32])([O:21][C:22]([F:30])([F:31])[C:23]([F:29])([F:28])[C:24]([F:27])([F:26])[F:25])[C:3]([F:19])([F:20])[O:4][C:5]1[CH:14]=[C:13]([C:15]([OH:17])=[O:16])[CH:12]=[CH:11][C:6]=1[C:7]([OH:9])=[O:8]. The catalyst class is: 6. (5) Reactant: CC([N:5]([C:9]1[S:10][C:11]([Cl:21])=[C:12]([C:14]2[N:18]([CH3:19])[N:17]=[CH:16][C:15]=2[Cl:20])[CH:13]=1)C(=O)[O-])(C)C.Cl. Product: [Cl:21][C:11]1[S:10][C:9]([NH2:5])=[CH:13][C:12]=1[C:14]1[N:18]([CH3:19])[N:17]=[CH:16][C:15]=1[Cl:20]. The catalyst class is: 5. (6) Reactant: C(OC([N:8]1[CH2:13][CH2:12][N:11]([S:14]([C:17]2[N:18](S(C3C=CC=CC=3)(=O)=O)[C:19]3[C:24]([CH:25]=2)=[CH:23][C:22]([Cl:26])=[CH:21][CH:20]=3)(=[O:16])=[O:15])[CH2:10][CH2:9]1)=O)(C)(C)C.[OH-].[Na+].[Cl-].[NH4+].O. Product: [ClH:26].[Cl:26][C:22]1[CH:23]=[C:24]2[C:19](=[CH:20][CH:21]=1)[NH:18][C:17]([S:14]([N:11]1[CH2:12][CH2:13][NH:8][CH2:9][CH2:10]1)(=[O:16])=[O:15])=[CH:25]2. The catalyst class is: 138. (7) Reactant: [CH3:1][C:2]1[C:3]([CH2:8][N:9]([CH2:15][C:16]2[C:21]([CH3:22])=[CH:20][CH:19]=[CH:18][N:17]=2)[CH2:10][CH2:11][CH2:12][CH2:13][NH2:14])=[N:4][CH:5]=[CH:6][CH:7]=1.CC([O-])=O.[Na+].[N:28]#[C:29]Br.O. Product: [CH3:1][C:2]1[C:3]([CH2:8][N:9]([CH2:15][C:16]2[C:21]([CH3:22])=[CH:20][CH:19]=[CH:18][N:17]=2)[CH2:10][CH2:11][CH2:12][CH2:13][NH:14][C:29]#[N:28])=[N:4][CH:5]=[CH:6][CH:7]=1. The catalyst class is: 5. (8) Reactant: [C:1]([O:5][C:6]([NH:8][C:9]1([C:15]([O:17][CH3:18])=[O:16])[CH2:13][CH2:12][CH2:11][CH:10]1[OH:14])=[O:7])([CH3:4])([CH3:3])[CH3:2].N1C=CN=C1.[Si:24](Cl)([C:27]([CH3:30])([CH3:29])[CH3:28])([CH3:26])[CH3:25].O. Product: [C:1]([O:5][C:6]([NH:8][C:9]1([C:15]([O:17][CH3:18])=[O:16])[CH2:13][CH2:12][CH2:11][CH:10]1[O:14][Si:24]([C:27]([CH3:30])([CH3:29])[CH3:28])([CH3:26])[CH3:25])=[O:7])([CH3:4])([CH3:3])[CH3:2]. The catalyst class is: 3. (9) Reactant: [CH3:1][N:2]([CH3:31])[CH2:3][C:4]([NH:6][C:7]1[CH:8]=[C:9]([C:13]2[C:21]3[C:16](=[CH:17][CH:18]=[C:19]([C:22]([NH2:24])=[O:23])[CH:20]=3)[N:15](C3CCCCO3)[N:14]=2)[CH:10]=[CH:11][CH:12]=1)=[O:5]. Product: [CH3:1][N:2]([CH3:31])[CH2:3][C:4]([NH:6][C:7]1[CH:8]=[C:9]([C:13]2[C:21]3[C:16](=[CH:17][CH:18]=[C:19]([C:22]([NH2:24])=[O:23])[CH:20]=3)[NH:15][N:14]=2)[CH:10]=[CH:11][CH:12]=1)=[O:5]. The catalyst class is: 11.